From a dataset of Reaction yield outcomes from USPTO patents with 853,638 reactions. Predict the reaction yield, written as a fraction of the theoretical maximum amount of product (1.0 means a 100% yield; for example, 0.34 means a 34% yield). (1) The reactants are C(O[C:6](=[O:25])[NH:7][C@H:8]([CH:13]([C:15](=[O:24])[NH:16][CH2:17][C:18]1[CH:23]=[CH:22][CH:21]=[CH:20][CH:19]=1)[OH:14])[CH2:9][CH2:10][CH2:11][CH3:12])(C)(C)C.FC(F)(F)C(O)=O.C(N(CC)C(C)C)(C)C.[NH:42]1[C:50]2[C:45](=[CH:46][CH:47]=[CH:48][CH:49]=2)[C:44]([CH2:51][C@H:52]([NH:56][C:57](=[O:69])[C@@H:58]([NH:60][C:61]([C:63]2[N:64]([CH3:68])[N:65]=[CH:66][CH:67]=2)=[O:62])[CH3:59])C(O)=O)=[CH:43]1.CN(C(ON1N=NC2C=CC=NC1=2)=[N+](C)C)C.F[P-](F)(F)(F)(F)F. The catalyst is ClCCl.CN(C=O)C. The product is [CH2:17]([NH:16][C:15]([CH:13]([OH:14])[C@@H:8]([NH:7][C:6]([C@@H:52]([NH:56][C:57]([C@@H:58]([NH:60][C:61]([C:63]1[N:64]([CH3:68])[N:65]=[CH:66][CH:67]=1)=[O:62])[CH3:59])=[O:69])[CH2:51][C:44]1[C:45]2[C:50](=[CH:49][CH:48]=[CH:47][CH:46]=2)[NH:42][CH:43]=1)=[O:25])[CH2:9][CH2:10][CH2:11][CH3:12])=[O:24])[C:18]1[CH:19]=[CH:20][CH:21]=[CH:22][CH:23]=1. The yield is 0.820. (2) The reactants are Br[C:2]1[CH:3]=[CH:4][C:5](O)=[C:6]([C:8]2[CH:17]=[CH:16][C:15]3[C:10](=[CH:11][CH:12]=[C:13]([C:18]4[N:22]([CH:23]5[CH2:28][CH2:27][CH2:26][CH2:25][CH2:24]5)[C:21]5[CH:29]=[CH:30][C:31]([C:33]([OH:35])=[O:34])=[CH:32][C:20]=5[N:19]=4)[CH:14]=3)[N:9]=2)[CH:7]=1.[N:37]1(C2C=CC(C(=O)C)=CC=2)[CH2:42][CH2:41][O:40][CH2:39][CH2:38]1.[OH-].[K+]. The catalyst is C(O)C. The product is [CH:23]1([N:22]2[C:21]3[CH:29]=[CH:30][C:31]([C:33]([OH:35])=[O:34])=[CH:32][C:20]=3[N:19]=[C:18]2[C:13]2[CH:14]=[C:15]3[C:10](=[CH:11][CH:12]=2)[N:9]=[C:8]([C:6]2[CH:7]=[CH:2][C:3]([N:37]4[CH2:42][CH2:41][O:40][CH2:39][CH2:38]4)=[CH:4][CH:5]=2)[CH:17]=[CH:16]3)[CH2:24][CH2:25][CH2:26][CH2:27][CH2:28]1. The yield is 0.300.